Predict the reaction yield, written as a fraction of the theoretical maximum amount of product (1.0 means a 100% yield; for example, 0.34 means a 34% yield). From a dataset of Reaction yield outcomes from USPTO patents with 853,638 reactions. The reactants are CO[C:3](=[O:12])[C:4]1[CH:9]=[CH:8][CH:7]=[CH:6][C:5]=1[CH2:10]Br.[CH3:13][CH:14]([NH2:23])[CH2:15][CH2:16][C:17]1[CH:22]=[CH:21][CH:20]=[CH:19][CH:18]=1.C([O-])([O-])=O.[K+].[K+].C(OCC)(=O)C. The catalyst is C1(C)C=CC=CC=1.CCCCCC. The product is [CH3:13][CH:14]([N:23]1[CH2:10][C:5]2[C:4](=[CH:9][CH:8]=[CH:7][CH:6]=2)[C:3]1=[O:12])[CH2:15][CH2:16][C:17]1[CH:22]=[CH:21][CH:20]=[CH:19][CH:18]=1. The yield is 0.540.